From a dataset of Reaction yield outcomes from USPTO patents with 853,638 reactions. Predict the reaction yield, written as a fraction of the theoretical maximum amount of product (1.0 means a 100% yield; for example, 0.34 means a 34% yield). (1) The reactants are N#N.[Cl:3][C:4]1[CH:5]=[C:6]([C:10]2[C:19]3[C:14](=[CH:15][CH:16]=[C:17]([C:20]([C:28]4[CH:33]=[CH:32][C:31](I)=[CH:30][CH:29]=4)([C:22]4[N:26]([CH3:27])[CH:25]=[N:24][N:23]=4)[NH2:21])[CH:18]=3)[N:13]3[N:35]=[N:36][N:37]=[C:12]3[N:11]=2)[CH:7]=[CH:8][CH:9]=1.[CH3:38][N:39](C=O)C. The catalyst is [C-]#N.[C-]#N.[Zn+2].C1C=CC([P]([Pd]([P](C2C=CC=CC=2)(C2C=CC=CC=2)C2C=CC=CC=2)([P](C2C=CC=CC=2)(C2C=CC=CC=2)C2C=CC=CC=2)[P](C2C=CC=CC=2)(C2C=CC=CC=2)C2C=CC=CC=2)(C2C=CC=CC=2)C2C=CC=CC=2)=CC=1. The product is [NH2:21][C:20]([C:17]1[CH:18]=[C:19]2[C:14](=[CH:15][CH:16]=1)[N:13]1[N:35]=[N:36][N:37]=[C:12]1[N:11]=[C:10]2[C:6]1[CH:7]=[CH:8][CH:9]=[C:4]([Cl:3])[CH:5]=1)([C:22]1[N:26]([CH3:27])[CH:25]=[N:24][N:23]=1)[C:28]1[CH:33]=[CH:32][C:31]([C:38]#[N:39])=[CH:30][CH:29]=1. The yield is 0.350. (2) The reactants are [OH:1][CH2:2][C@H:3]1[CH2:8][N:7]([C:9]([C:11]2[CH:20]=[CH:19][C:18]3[C:13](=[CH:14][CH:15]=[C:16]([O:21][C:22]4[CH:27]=[CH:26][C:25]([C:28]([F:31])([F:30])[F:29])=[CH:24][N:23]=4)[CH:17]=3)[N:12]=2)=[O:10])[CH2:6][CH2:5][N:4]1C(OC(C)(C)C)=O.FC(F)(F)C1C=CC(OC2C=C3C(=CC=2)N=C(C(N2CCN(C(OC(C)(C)C)=O)CC2)=O)C=C3)=NC=1. No catalyst specified. The product is [OH:1][CH2:2][C@@H:3]1[NH:4][CH2:5][CH2:6][N:7]([C:9]([C:11]2[CH:20]=[CH:19][C:18]3[C:13](=[CH:14][CH:15]=[C:16]([O:21][C:22]4[CH:27]=[CH:26][C:25]([C:28]([F:30])([F:31])[F:29])=[CH:24][N:23]=4)[CH:17]=3)[N:12]=2)=[O:10])[CH2:8]1. The yield is 0.800. (3) The reactants are Cl[C:2]1[CH:3]=[CH:4][C:5]2[N:6]([C:8]([C:11]([F:14])([F:13])[F:12])=[N:9][N:10]=2)[N:7]=1.[F:15][C:16]1[CH:21]=[CH:20][C:19]([C:22]2([OH:28])[CH2:27][CH2:26][NH:25][CH2:24][CH2:23]2)=[CH:18][CH:17]=1.CCN(C(C)C)C(C)C. The catalyst is CN(C=O)C. The product is [F:15][C:16]1[CH:21]=[CH:20][C:19]([C:22]2([OH:28])[CH2:23][CH2:24][N:25]([C:2]3[CH:3]=[CH:4][C:5]4[N:6]([C:8]([C:11]([F:14])([F:13])[F:12])=[N:9][N:10]=4)[N:7]=3)[CH2:26][CH2:27]2)=[CH:18][CH:17]=1. The yield is 0.740. (4) The reactants are [CH3:1][NH:2][C:3]([C:5]1[C:13]2[C:8](=[CH:9][CH:10]=[CH:11][CH:12]=2)[N:7]([CH3:14])[N:6]=1)=O.[H-].[H-].[H-].[H-].[Li+].[Al+3]. The catalyst is C1COCC1. The product is [CH3:14][N:7]1[C:8]2[C:13](=[CH:12][CH:11]=[CH:10][CH:9]=2)[C:5]([CH2:3][NH:2][CH3:1])=[N:6]1. The yield is 1.00. (5) The reactants are [CH3:1][C@H:2]1[CH2:6][CH2:5][CH2:4][N:3]1[C:7]([C:9]1[N:17]2[C:12]([CH2:13][O:14][CH2:15][CH2:16]2)=[C:11]([C:18](O)=[O:19])[CH:10]=1)=[O:8].ON1C2C=CC=CC=2N=N1.Cl.C(N=C=NCCCN(C)C)C.[F:43][C:44]([F:56])([F:55])[C:45]1[CH:50]=[CH:49][C:48]([C@H:51]([NH2:54])[CH2:52][CH3:53])=[CH:47][CH:46]=1. The catalyst is CN(C)C=O. The product is [F:43][C:44]([F:55])([F:56])[C:45]1[CH:46]=[CH:47][C:48]([C@H:51]([NH:54][C:18]([C:11]2[CH:10]=[C:9]([C:7]([N:3]3[CH2:4][CH2:5][CH2:6][C@@H:2]3[CH3:1])=[O:8])[N:17]3[CH2:16][CH2:15][O:14][CH2:13][C:12]=23)=[O:19])[CH2:52][CH3:53])=[CH:49][CH:50]=1. The yield is 0.650. (6) The reactants are [CH3:1][S:2](=[O:24])([C:18]1[CH:23]=[CH:22][CH:21]=[CH:20][CH:19]=1)=[N:3][C:4](=[O:17])[C:5]1[CH:10]=[C:9]([C:11]#[C:12][Si](C)(C)C)[CH:8]=[N:7][CH:6]=1.Br[C:26]1[S:30][C:29]([NH:31][C:32](=[O:38])[O:33][C:34]([CH3:37])([CH3:36])[CH3:35])=[N:28][CH:27]=1.C1(P(C2C=CC=CC=2)C2C=CC=CC=2)C=CC=CC=1.C(N(CC)CC)C.[H][H].N#N.[F-].C([N+](CCCC)(CCCC)CCCC)CCC. The catalyst is CN(C=O)C.Cl[Pd](Cl)([P](C1C=CC=CC=1)(C1C=CC=CC=1)C1C=CC=CC=1)[P](C1C=CC=CC=1)(C1C=CC=CC=1)C1C=CC=CC=1.[Cu]I. The product is [CH3:1][S@:2](=[N:3][C:4]([C:5]1[CH:10]=[C:9]([C:11]#[C:12][C:26]2[S:30][C:29]([NH:31][C:32](=[O:38])[O:33][C:34]([CH3:36])([CH3:35])[CH3:37])=[N:28][CH:27]=2)[CH:8]=[N:7][CH:6]=1)=[O:17])(=[O:24])[C:18]1[CH:23]=[CH:22][CH:21]=[CH:20][CH:19]=1. The yield is 0.180. (7) The yield is 0.210. The product is [Br:10][C:11]1[CH:12]=[C:13]([CH:14]2[C:2]([C:1]([O:7][CH2:8][CH3:9])=[O:6])=[C:3]([CH3:5])[NH:20][C:3]([CH3:5])=[C:2]2[C:1]([O:7][CH2:8][CH3:9])=[O:21])[CH:16]=[CH:17][C:18]=1[F:19]. The reactants are [C:1]([O:7][CH2:8][CH3:9])(=[O:6])[CH2:2][C:3]([CH3:5])=O.[Br:10][C:11]1[CH:12]=[C:13]([CH:16]=[CH:17][C:18]=1[F:19])[CH:14]=O.[NH4+:20].[OH-:21]. The catalyst is CCO.C(Cl)Cl.